From a dataset of Catalyst prediction with 721,799 reactions and 888 catalyst types from USPTO. Predict which catalyst facilitates the given reaction. (1) Reactant: C([O:5][C:6]([CH2:8][O:9][CH2:10][C@H:11]([NH:22][C:23](=[O:38])[C:24]1[CH:29]=[CH:28][C:27]([C:30]([N:32]2[CH2:36][CH2:35][CH2:34][CH2:33]2)=[O:31])=[C:26]([CH3:37])[CH:25]=1)[C:12]1[NH:16][C:15]2[CH:17]=[CH:18][C:19]([Cl:21])=[CH:20][C:14]=2[N:13]=1)=[O:7])(C)(C)C.FC(F)(F)C(O)=O.ClCl. Product: [OH:7][C:6]([CH2:8][O:9][CH2:10][C@H:11]([NH:22][C:23](=[O:38])[C:24]1[CH:29]=[CH:28][C:27]([C:30]([N:32]2[CH2:33][CH2:34][CH2:35][CH2:36]2)=[O:31])=[C:26]([CH3:37])[CH:25]=1)[C:12]1[NH:16][C:15]2[CH:17]=[CH:18][C:19]([Cl:21])=[CH:20][C:14]=2[N:13]=1)=[O:5]. The catalyst class is: 98. (2) Reactant: [CH2:1]([O:8][C:9]([NH:11][C@@H:12]([CH2:20][C:21]1[CH:26]=[CH:25][C:24]([OH:27])=[CH:23][CH:22]=1)[C:13]([O:15][C:16]([CH3:19])([CH3:18])[CH3:17])=[O:14])=[O:10])[C:2]1[CH:7]=[CH:6][CH:5]=[CH:4][CH:3]=1.[CH2:28]([O:35][C:36]1[CH:44]=[CH:43][C:39]([C:40](Cl)=[O:41])=[CH:38][CH:37]=1)[CH2:29][CH2:30][CH2:31][CH2:32][CH2:33][CH3:34]. Product: [CH2:28]([O:35][C:36]1[CH:37]=[CH:38][C:39]([C:40]([O:27][C:24]2[CH:23]=[CH:22][C:21]([CH2:20][C@H:12]([NH:11][C:9]([O:8][CH2:1][C:2]3[CH:7]=[CH:6][CH:5]=[CH:4][CH:3]=3)=[O:10])[C:13]([O:15][C:16]([CH3:17])([CH3:19])[CH3:18])=[O:14])=[CH:26][CH:25]=2)=[O:41])=[CH:43][CH:44]=1)[CH2:29][CH2:30][CH2:31][CH2:32][CH2:33][CH3:34]. The catalyst class is: 643. (3) Reactant: Cl[C:2]1[N:3]=[C:4]([NH:18][CH2:19][CH2:20][CH3:21])[C:5]2[N:6]=[C:7]([NH:16][CH3:17])[N:8]=[C:9]([NH:12][CH2:13][CH2:14][CH3:15])[C:10]=2[N:11]=1.[CH3:22][NH:23][CH3:24]. Product: [CH3:22][N:23]([CH3:24])[C:2]1[N:3]=[C:4]([NH:18][CH2:19][CH2:20][CH3:21])[C:5]2[N:6]=[C:7]([NH:16][CH3:17])[N:8]=[C:9]([NH:12][CH2:13][CH2:14][CH3:15])[C:10]=2[N:11]=1. The catalyst class is: 12. (4) Reactant: [CH3:1][O:2][C:3]1[CH:8]=[CH:7][CH:6]=[CH:5][C:4]=1[NH:9][CH:10]1[CH2:15][CH2:14][NH:13][CH2:12][CH2:11]1.C(N(CC)CC)C.Cl[C:24]1[N:29]([CH3:30])[C:28](=[O:31])[CH:27]=[C:26]([C:32]2[CH:37]=[CH:36][N:35]=[CH:34][CH:33]=2)[N:25]=1. Product: [CH3:1][O:2][C:3]1[CH:8]=[CH:7][CH:6]=[CH:5][C:4]=1[NH:9][CH:10]1[CH2:15][CH2:14][N:13]([C:24]2[N:29]([CH3:30])[C:28](=[O:31])[CH:27]=[C:26]([C:32]3[CH:33]=[CH:34][N:35]=[CH:36][CH:37]=3)[N:25]=2)[CH2:12][CH2:11]1. The catalyst class is: 7. (5) Reactant: [Cl:1][C:2]1[CH:3]=[C:4]([CH:6]=[C:7]([Cl:15])[C:8]=1[C:9]#[C:10][C:11]([CH3:14])([CH3:13])[CH3:12])[NH2:5].C(=O)([O-])[O-].[Ca+2].[C:21](Cl)(Cl)=[S:22].Cl. Product: [Cl:1][C:2]1[CH:3]=[C:4]([N:5]=[C:21]=[S:22])[CH:6]=[C:7]([Cl:15])[C:8]=1[C:9]#[C:10][C:11]([CH3:12])([CH3:14])[CH3:13]. The catalyst class is: 229. (6) The catalyst class is: 1. Product: [O:1]1[C:6]2[CH:7]=[CH:8][CH:9]=[CH:10][C:5]=2[NH:4][CH2:3][CH:2]1[CH2:11][NH2:12]. Reactant: [O:1]1[C:6]2[CH:7]=[CH:8][CH:9]=[CH:10][C:5]=2[NH:4][CH2:3][CH:2]1[C:11]#[N:12].[H-].[Al+3].[Li+].[H-].[H-].[H-]. (7) Reactant: [Br:1][CH2:2][C@@:3]([OH:8])([CH3:7])[C:4](O)=[O:5].CC(N(C)C)=O.S(Cl)(Cl)=O.[C:19]([C:21]1[CH:27]=[CH:26][C:24]([NH2:25])=[CH:23][C:22]=1[CH3:28])#[N:20]. Product: [Br:1][CH2:2][C@@:3]([OH:8])([CH3:7])[C:4]([NH:25][C:24]1[CH:26]=[CH:27][C:21]([C:19]#[N:20])=[C:22]([CH3:28])[CH:23]=1)=[O:5]. The catalyst class is: 1. (8) Reactant: [NH2:1][C:2]1[C:7]([Cl:8])=[CH:6][CH:5]=[CH:4][N:3]=1.[CH3:9][Si](C)(C)N[Si](C)(C)C.[Na].[S:19]1[C:23]2[C:24]3[CH:32]=[CH:31][CH:30]=[CH:29][C:25]=3[O:26][CH2:27][CH2:28][C:22]=2[CH:21]=[C:20]1[C:33](Cl)=[O:34]. Product: [Cl:8][C:7]1[C:2]([N:1]([CH3:9])[C:33]([C:20]2[S:19][C:23]3[C:24]4[CH:32]=[CH:31][CH:30]=[CH:29][C:25]=4[O:26][CH2:27][CH2:28][C:22]=3[CH:21]=2)=[O:34])=[N:3][CH:4]=[CH:5][CH:6]=1. The catalyst class is: 1. (9) Reactant: Cl[C:2]1[CH:7]=[CH:6][C:5]([N+:8]([O-:10])=[O:9])=[CH:4][N:3]=1.[CH3:11][NH:12][CH3:13].O. Product: [CH3:11][N:12]([CH3:13])[C:2]1[CH:7]=[CH:6][C:5]([N+:8]([O-:10])=[O:9])=[CH:4][N:3]=1. The catalyst class is: 37. (10) Reactant: [Cl:1][C:2]1[CH:3]=[C:4]([C@@H:8]([OH:32])[CH2:9][NH:10][CH2:11][CH2:12][C:13]2[CH:18]=[CH:17][C:16]([S:19]([C:22]3[CH:27]=[CH:26][N:25]=[C:24]([C:28]([O:30]C)=[O:29])[CH:23]=3)(=[O:21])=[O:20])=[CH:15][CH:14]=2)[CH:5]=[CH:6][CH:7]=1.[OH-].[Na+:34]. Product: [Cl:1][C:2]1[CH:3]=[C:4]([C@@H:8]([OH:32])[CH2:9][NH:10][CH2:11][CH2:12][C:13]2[CH:18]=[CH:17][C:16]([S:19]([C:22]3[CH:27]=[CH:26][N:25]=[C:24]([C:28]([O-:30])=[O:29])[CH:23]=3)(=[O:20])=[O:21])=[CH:15][CH:14]=2)[CH:5]=[CH:6][CH:7]=1.[Na+:34]. The catalyst class is: 199.